Predict the reaction yield, written as a fraction of the theoretical maximum amount of product (1.0 means a 100% yield; for example, 0.34 means a 34% yield). From a dataset of Reaction yield outcomes from USPTO patents with 853,638 reactions. (1) The reactants are C[O:2][C:3](=[O:33])[C:4]1[CH:9]=[CH:8][C:7]([CH2:10][N:11]2[CH:15]=[C:14]([C:16]3[CH:21]=[CH:20][C:19]([F:22])=[CH:18][C:17]=3[F:23])[N:13]=[C:12]2/[CH:24]=[CH:25]/[C:26]2[CH:31]=[CH:30][C:29](Br)=[CH:28][CH:27]=2)=[CH:6][CH:5]=1.[F:34][C:35]([F:46])([F:45])[C:36]1[CH:37]=[C:38](B(O)O)[CH:39]=[CH:40][CH:41]=1. No catalyst specified. The product is [F:23][C:17]1[CH:18]=[C:19]([F:22])[CH:20]=[CH:21][C:16]=1[C:14]1[N:13]=[C:12](/[CH:24]=[CH:25]/[C:26]2[CH:27]=[CH:28][C:29]([C:38]3[CH:39]=[CH:40][CH:41]=[C:36]([C:35]([F:46])([F:45])[F:34])[CH:37]=3)=[CH:30][CH:31]=2)[N:11]([CH2:10][C:7]2[CH:6]=[CH:5][C:4]([C:3]([OH:33])=[O:2])=[CH:9][CH:8]=2)[CH:15]=1. The yield is 0.310. (2) The reactants are [ClH:1].[NH2:2][C@@H:3]([CH3:10])[C:4]([O:6][CH:7]([CH3:9])[CH3:8])=[O:5].[P:11](Cl)(Cl)(=[O:23])[O:12][C:13]1[C:22]2[C:17](=[CH:18][CH:19]=[CH:20][CH:21]=2)[CH:16]=[CH:15][CH:14]=1.C(N(CC)CC)C. The catalyst is C(Cl)Cl. The product is [Cl:1][C:14]1[CH:15]=[CH:16][C:17]2[C:22](=[CH:21][CH:20]=[CH:19][CH:18]=2)[C:13]=1[O:12][P:11](=[N:2][C@@H:3]([CH3:10])[C:4]([O:6][CH:7]([CH3:9])[CH3:8])=[O:5])=[O:23]. The yield is 0.870. (3) The reactants are [O:1]1[C:5]2[CH:6]=[CH:7][C:8]([C:10]3([C:14](=[O:34])[CH2:15][N:16]4[CH2:21][CH2:20][CH2:19][CH:18]([CH2:22][O:23][C:24]5[CH:29]=[CH:28][C:27]([C:30]([F:33])([F:32])[F:31])=[CH:26][CH:25]=5)[CH2:17]4)[CH2:13][CH2:12][CH2:11]3)=[CH:9][C:4]=2[O:3][CH2:2]1.[BH4-].[Na+].O. The catalyst is CO. The product is [O:1]1[C:5]2[CH:6]=[CH:7][C:8]([C:10]3([CH:14]([OH:34])[CH2:15][N:16]4[CH2:21][CH2:20][CH2:19][CH:18]([CH2:22][O:23][C:24]5[CH:29]=[CH:28][C:27]([C:30]([F:33])([F:31])[F:32])=[CH:26][CH:25]=5)[CH2:17]4)[CH2:13][CH2:12][CH2:11]3)=[CH:9][C:4]=2[O:3][CH2:2]1. The yield is 0.660. (4) The reactants are [Cl:1][C:2]1[CH:3]=[C:4]([C:24]([F:27])([F:26])[F:25])[N:5]2[CH2:22][CH2:21][N:20]([CH3:23])[C:7]3([CH2:12][CH2:11][N:10](C(OC(C)(C)C)=O)[CH2:9][CH2:8]3)[C:6]=12.FC(F)(F)C(O)=O.C(=O)(O)[O-].[Na+]. The catalyst is C(Cl)Cl. The product is [Cl:1][C:2]1[CH:3]=[C:4]([C:24]([F:26])([F:25])[F:27])[N:5]2[CH2:22][CH2:21][N:20]([CH3:23])[C:7]3([CH2:8][CH2:9][NH:10][CH2:11][CH2:12]3)[C:6]=12. The yield is 0.980. (5) The yield is 0.500. The product is [F:18][C:19]([F:26])([F:25])[C:20](=[O:21])[CH2:2][C:1]([C:4]1[CH:9]=[CH:8][CH:7]=[C:6]([NH:10][C:11](=[O:15])[C:12]([CH3:14])=[CH2:13])[CH:5]=1)=[O:3]. The reactants are [C:1]([C:4]1[CH:5]=[C:6]([NH:10][C:11](=[O:15])[C:12]([CH3:14])=[CH2:13])[CH:7]=[CH:8][CH:9]=1)(=[O:3])[CH3:2].[H-].[Na+].[F:18][C:19]([F:26])([F:25])[C:20](OCC)=[O:21]. The catalyst is C1COCC1. (6) The yield is 0.601. The reactants are [NH:1]1[C:9]2[C:4](=[CH:5][CH:6]=[CH:7][CH:8]=2)[CH:3]=[CH:2]1.[OH-].[Na+].[Cl:12][CH2:13][CH2:14][CH2:15][CH2:16]Br. The catalyst is [Br-].C([N+](CCCC)(CCCC)CCCC)CCC.ClCCl. The product is [Cl:12][CH2:13][CH2:14][CH2:15][CH2:16][N:1]1[C:9]2[C:4](=[CH:5][CH:6]=[CH:7][CH:8]=2)[CH:3]=[CH:2]1. (7) The reactants are C([N:8]1[C:12]([NH:13][CH:14]2[CH2:19][CH2:18][O:17][CH2:16][CH2:15]2)=[CH:11][CH:10]=[N:9]1)C1C=CC=CC=1. The catalyst is [C].[Pd].C(O)C. The product is [O:17]1[CH2:16][CH2:15][CH:14]([NH:13][C:12]2[NH:8][N:9]=[CH:10][CH:11]=2)[CH2:19][CH2:18]1. The yield is 0.870.